This data is from Full USPTO retrosynthesis dataset with 1.9M reactions from patents (1976-2016). The task is: Predict the reactants needed to synthesize the given product. (1) Given the product [CH:10]1([C:5]2([CH3:9])[O:4][C:3](=[O:15])[C:2]([S:27][C:25]3[N:26]=[C:19]4[N:18]=[C:17]([CH3:16])[CH:22]=[C:21]([CH3:23])[N:20]4[N:24]=3)=[C:7]([OH:8])[CH2:6]2)[CH2:14][CH2:13][CH2:12][CH2:11]1, predict the reactants needed to synthesize it. The reactants are: Cl[C:2]1[C:3](=[O:15])[O:4][C:5]([CH:10]2[CH2:14][CH2:13][CH2:12][CH2:11]2)([CH3:9])[CH2:6][C:7]=1[OH:8].[CH3:16][C:17]1[CH:22]=[C:21]([CH3:23])[N:20]2[N:24]=[C:25]([SH:27])[N:26]=[C:19]2[N:18]=1. (2) Given the product [ClH:30].[ClH:30].[NH2:1][C:4]1[CH:9]=[CH:8][C:7]([NH:10][CH2:11][CH2:12][O:13][CH2:14][CH2:15][OH:16])=[C:6]([CH3:17])[CH:5]=1, predict the reactants needed to synthesize it. The reactants are: [N+:1]([C:4]1[CH:9]=[CH:8][C:7]([NH:10][CH2:11][CH2:12][O:13][CH2:14][CH2:15][OH:16])=[C:6]([CH3:17])[CH:5]=1)([O-])=O.C1(N)C(F)=C(F)C(F)=C(N)C=1F.[ClH:30].Cl. (3) Given the product [F:33][C:11]([F:10])([F:32])[C:12]1[C:16]([CH2:17][OH:18])=[CH:15][N:14]([CH:22]2[CH2:23][CH2:24][CH:25]([C:28]([F:29])([F:30])[F:31])[CH2:26][CH2:27]2)[N:13]=1, predict the reactants needed to synthesize it. The reactants are: CC(C[AlH]CC(C)C)C.[F:10][C:11]([F:33])([F:32])[C:12]1[C:16]([C:17](OCC)=[O:18])=[CH:15][N:14]([CH:22]2[CH2:27][CH2:26][CH:25]([C:28]([F:31])([F:30])[F:29])[CH2:24][CH2:23]2)[N:13]=1. (4) The reactants are: [Cl:1][C:2]1[N:7]=[CH:6][C:5]([C:8]2[S:9][C:10]3[CH2:16][CH2:15][NH:14][CH2:13][CH2:12][C:11]=3[N:17]=2)=[CH:4][CH:3]=1.[C:18]1(=O)[CH2:21][CH2:20][CH2:19]1. Given the product [Cl:1][C:2]1[N:7]=[CH:6][C:5]([C:8]2[S:9][C:10]3[CH2:16][CH2:15][N:14]([CH:18]4[CH2:21][CH2:20][CH2:19]4)[CH2:13][CH2:12][C:11]=3[N:17]=2)=[CH:4][CH:3]=1, predict the reactants needed to synthesize it. (5) Given the product [CH2:17]([NH:21][C:8](=[O:10])[C:7]1[CH:11]=[C:3]([C:2]([F:1])([F:16])[F:15])[C:4]2[O:14][CH2:13][O:12][C:5]=2[CH:6]=1)[CH:18]([CH3:20])[CH3:19], predict the reactants needed to synthesize it. The reactants are: [F:1][C:2]([F:16])([F:15])[C:3]1[C:4]2[O:14][CH2:13][O:12][C:5]=2[CH:6]=[C:7]([CH:11]=1)[C:8]([OH:10])=O.[CH2:17]([NH2:21])[CH:18]([CH3:20])[CH3:19].C(N(CC)CC)C.CN(C(ON1N=NC2C=CC=CC1=2)=[N+](C)C)C.F[P-](F)(F)(F)(F)F.